Dataset: Catalyst prediction with 721,799 reactions and 888 catalyst types from USPTO. Task: Predict which catalyst facilitates the given reaction. (1) Reactant: Cl[C:2]1[C:7]([NH:8][C:9]2[C:18]3[C:13](=[CH:14][C:15]([F:20])=[CH:16][C:17]=3[F:19])[N:12]=[C:11]([C:21]3[CH:26]=[CH:25][CH:24]=[CH:23][N:22]=3)[C:10]=2[CH3:27])=[CH:6][C:5]([N:28]2[CH2:33][CH2:32][O:31][CH2:30][CH2:29]2)=[CH:4][N:3]=1.[OH:34][C:35]1[CH:40]=[CH:39][C:38](B(O)O)=[CH:37][CH:36]=1.C1(P(C2CCCCC2)C2CCCCC2)CCCCC1.[O-]P([O-])([O-])=O.[K+].[K+].[K+]. Product: [F:19][C:17]1[CH:16]=[C:15]([F:20])[CH:14]=[C:13]2[C:18]=1[C:9]([NH:8][C:7]1[C:2]([C:38]3[CH:39]=[CH:40][C:35]([OH:34])=[CH:36][CH:37]=3)=[N:3][CH:4]=[C:5]([N:28]3[CH2:33][CH2:32][O:31][CH2:30][CH2:29]3)[CH:6]=1)=[C:10]([CH3:27])[C:11]([C:21]1[CH:26]=[CH:25][CH:24]=[CH:23][N:22]=1)=[N:12]2. The catalyst class is: 552. (2) The catalyst class is: 2. Reactant: S(Cl)([Cl:3])=O.[N:5]1([CH2:11][CH2:12][O:13][C:14]2[CH:19]=[CH:18][CH:17]=[CH:16][C:15]=2[CH2:20]O)[CH2:10][CH2:9][O:8][CH2:7][CH2:6]1. Product: [ClH:3].[Cl:3][CH2:20][C:15]1[CH:16]=[CH:17][CH:18]=[CH:19][C:14]=1[O:13][CH2:12][CH2:11][N:5]1[CH2:10][CH2:9][O:8][CH2:7][CH2:6]1. (3) Reactant: [CH2:1]1[CH:5]2[CH:6]3[CH:10]=[CH:9][CH:8]([CH:4]2[CH:3]=[CH:2]1)[CH2:7]3. Product: [CH2:1]=[CH2:2].[CH2:1]1[CH:5]2[CH:6]3[CH:10]=[CH:9][CH:8]([CH:4]2[CH:3]=[CH:2]1)[CH2:7]3. The catalyst class is: 11. (4) Product: [NH:1]1[C:5]2[CH:6]=[CH:7][CH:8]=[CH:9][C:4]=2[N:3]=[C:2]1[NH:10][C:23](=[O:24])[C:22]1[CH:26]=[CH:27][CH:28]=[C:20]([CH2:19][N:14]2[C:15](=[O:18])[CH:16]=[CH:17][C:12]([Cl:11])=[N:13]2)[CH:21]=1. The catalyst class is: 3. Reactant: [NH:1]1[C:5]2[CH:6]=[CH:7][CH:8]=[CH:9][C:4]=2[N:3]=[C:2]1[NH2:10].[Cl:11][C:12]1[CH:17]=[CH:16][C:15](=[O:18])[N:14]([CH2:19][C:20]2[CH:21]=[C:22]([CH:26]=[CH:27][CH:28]=2)[C:23](O)=[O:24])[N:13]=1.CN1CCOCC1.ON1C2C=CC=CC=2N=N1.CN(C(ON1N=NC2C=CC=CC1=2)=[N+](C)C)C.F[P-](F)(F)(F)(F)F. (5) Reactant: [CH3:1][O:2][C:3]1[CH:18]=[CH:17][C:6]2[N:7]=[C:8]([C:10]3[CH:11]=[CH:12][C:13]([NH2:16])=[N:14][CH:15]=3)[O:9][C:5]=2[CH:4]=1.[C:19](O[C:19]([O:21][C:22]([CH3:25])([CH3:24])[CH3:23])=[O:20])([O:21][C:22]([CH3:25])([CH3:24])[CH3:23])=[O:20]. Product: [CH3:1][O:2][C:3]1[CH:18]=[CH:17][C:6]2[N:7]=[C:8]([C:10]3[CH:11]=[CH:12][C:13]([NH:16][C:19](=[O:20])[O:21][C:22]([CH3:25])([CH3:24])[CH3:23])=[N:14][CH:15]=3)[O:9][C:5]=2[CH:4]=1. The catalyst class is: 1. (6) The catalyst class is: 35. Product: [F:15][C:16]1[CH:21]=[CH:20][CH:19]=[C:18]([F:22])[C:17]=1[O:23][C:2]1[CH:7]=[N:6][N:5]([CH:8]2[CH2:13][CH2:12][CH2:11][CH2:10][O:9]2)[C:4](=[O:14])[CH:3]=1. Reactant: I[C:2]1[CH:7]=[N:6][N:5]([CH:8]2[CH2:13][CH2:12][CH2:11][CH2:10][O:9]2)[C:4](=[O:14])[CH:3]=1.[F:15][C:16]1[CH:21]=[CH:20][CH:19]=[C:18]([F:22])[C:17]=1[OH:23].C(=O)([O-])[O-].[K+].[K+]. (7) Reactant: [C:1]([NH:4][C:5]1[S:6][C:7]2[C:13]3[N:14]([C:17]4[CH:25]=[CH:24][C:20]([C:21]([OH:23])=O)=[CH:19][CH:18]=4)[N:15]=[CH:16][C:12]=3[CH2:11][CH2:10][C:8]=2[N:9]=1)(=[O:3])[CH3:2].C(N(CC)CC)C.[NH:33]1[CH2:38][CH2:37][O:36][CH2:35][CH2:34]1. Product: [N:33]1([C:21]([C:20]2[CH:19]=[CH:18][C:17]([N:14]3[C:13]4[C:7]5[S:6][C:5]([NH:4][C:1](=[O:3])[CH3:2])=[N:9][C:8]=5[CH2:10][CH2:11][C:12]=4[CH:16]=[N:15]3)=[CH:25][CH:24]=2)=[O:23])[CH2:38][CH2:37][O:36][CH2:35][CH2:34]1. The catalyst class is: 3. (8) Reactant: [CH2:1]([O:8][C:9]([N:11]1[CH2:16][CH2:15][C:14]2[N:17]=[C:18]([C:20]3[CH:25]=[CH:24][CH:23]=[CH:22][N:21]=3)[NH:19][C:13]=2[CH2:12]1)=[O:10])[C:2]1[CH:7]=[CH:6][CH:5]=[CH:4][CH:3]=1.CC(C)([O-])C.[K+].[CH3:32][O:33][C:34]1[CH:41]=[CH:40][C:37]([CH2:38]Cl)=[CH:36][CH:35]=1. Product: [CH2:1]([O:8][C:9]([N:11]1[CH2:16][CH2:15][C:14]2[N:17]=[C:18]([C:20]3[CH:25]=[CH:24][CH:23]=[CH:22][N:21]=3)[N:19]([CH2:38][C:37]3[CH:40]=[CH:41][C:34]([O:33][CH3:32])=[CH:35][CH:36]=3)[C:13]=2[CH2:12]1)=[O:10])[C:2]1[CH:7]=[CH:6][CH:5]=[CH:4][CH:3]=1. The catalyst class is: 3. (9) Reactant: [F:1][C:2]([F:14])([F:13])[O:3][C:4]1[CH:12]=[CH:11][C:7]([C:8]([OH:10])=O)=[CH:6][CH:5]=1.CCN(C(C)C)C(C)C.CN(C(ON1N=NC2C=CC=NC1=2)=[N+](C)C)C.F[P-](F)(F)(F)(F)F.[NH2:48][C:49]([CH3:68])([CH2:52][O:53][C:54]1[CH:55]=[CH:56][C:57]2[CH2:61][O:60][B:59]([OH:62])[C:58]=2[C:63]=1[O:64][CH:65]([CH3:67])[CH3:66])[C:50]#[N:51]. The catalyst class is: 3. Product: [C:50]([C:49]([NH:48][C:8](=[O:10])[C:7]1[CH:6]=[CH:5][C:4]([O:3][C:2]([F:1])([F:14])[F:13])=[CH:12][CH:11]=1)([CH3:68])[CH2:52][O:53][C:54]1[CH:55]=[CH:56][C:57]2[CH2:61][O:60][B:59]([OH:62])[C:58]=2[C:63]=1[O:64][CH:65]([CH3:66])[CH3:67])#[N:51].